Task: Predict the product of the given reaction.. Dataset: Forward reaction prediction with 1.9M reactions from USPTO patents (1976-2016) (1) Given the reactants O1C2C=CC=CC=2OCC1CN1CCCC(CO)(C)C1.[O:21]1[C:26]2[CH:27]=[CH:28][CH:29]=[CH:30][C:25]=2[O:24][CH2:23][CH:22]1[CH2:31][N:32]1[CH2:37][CH2:36][CH2:35][C:34]([CH2:40][O:41][CH2:42][CH2:43][OH:44])([CH2:38]C)[CH2:33]1, predict the reaction product. The product is: [O:21]1[C:26]2[CH:27]=[CH:28][CH:29]=[CH:30][C:25]=2[O:24][CH2:23][CH:22]1[CH2:31][N:32]1[CH2:37][CH2:36][CH2:35][C:34]([CH2:40][O:41][CH2:42][CH2:43][OH:44])([CH3:38])[CH2:33]1. (2) Given the reactants [Cl:1]N1C(=O)CCC1=O.[CH3:9][C:10]1[C:11]([OH:20])=[CH:12][C:13]2[C:18]([CH:19]=1)=[CH:17][CH:16]=[CH:15][CH:14]=2, predict the reaction product. The product is: [Cl:1][C:12]1[C:13]2[C:18](=[CH:17][CH:16]=[CH:15][CH:14]=2)[CH:19]=[C:10]([CH3:9])[C:11]=1[OH:20].